The task is: Predict the reaction yield, written as a fraction of the theoretical maximum amount of product (1.0 means a 100% yield; for example, 0.34 means a 34% yield).. This data is from Reaction yield outcomes from USPTO patents with 853,638 reactions. (1) The reactants are [CH2:1]([O:3][C:4](=[O:12])[C:5]1[CH:10]=[CH:9][C:8]([NH2:11])=[CH:7][CH:6]=1)[CH3:2].[Cl:13][C:14]1[CH:22]=[CH:21][C:17]([C:18](Cl)=[O:19])=[CH:16][CH:15]=1. The catalyst is C1COCC1.C(Cl)Cl.CN(C)C1C=CN=CC=1.C1COCC1. The product is [CH2:1]([O:3][C:4](=[O:12])[C:5]1[CH:10]=[CH:9][C:8]([NH:11][C:18](=[O:19])[C:17]2[CH:21]=[CH:22][C:14]([Cl:13])=[CH:15][CH:16]=2)=[CH:7][CH:6]=1)[CH3:2]. The yield is 0.973. (2) The reactants are C([N:8]1[CH2:13][CH2:12][CH:11]([NH:14][C:15](=[O:32])[CH2:16][CH2:17][C:18]2[O:19][C:20]([NH:23][C:24]3[CH:29]=[CH:28][C:27]([F:30])=[CH:26][C:25]=3[F:31])=[N:21][N:22]=2)[CH2:10][CH2:9]1)C1C=CC=CC=1. The catalyst is C(O)C.[Pd]. The product is [F:31][C:25]1[CH:26]=[C:27]([F:30])[CH:28]=[CH:29][C:24]=1[NH:23][C:20]1[O:19][C:18]([CH2:17][CH2:16][C:15]([NH:14][CH:11]2[CH2:12][CH2:13][NH:8][CH2:9][CH2:10]2)=[O:32])=[N:22][N:21]=1. The yield is 0.410. (3) The yield is 0.100. The product is [I-:13].[I-:13].[CH2:14]([N+:1]1[CH:6]=[CH:5][C:4]([C:7]2[CH:12]=[CH:11][N+:10]([CH2:2][CH2:3][CH2:4][CH2:7][CH2:8][CH3:9])=[CH:9][CH:8]=2)=[CH:3][CH:2]=1)[CH2:15][CH2:16][CH2:17][CH2:18][CH3:19]. The catalyst is CC#N. The reactants are [N:1]1[CH:6]=[CH:5][C:4]([C:7]2[CH:12]=[CH:11][N:10]=[CH:9][CH:8]=2)=[CH:3][CH:2]=1.[I:13][CH2:14][CH2:15][CH2:16][CH2:17][CH2:18][CH3:19]. (4) The reactants are [Cl-].[Al+3].[Cl-].[Cl-].[Cl:5][CH2:6][CH2:7][CH2:8][C:9](Cl)=[O:10].[C:12]([C:14]1[CH:15]=[C:16]2[C:20](=[CH:21][CH:22]=1)[NH:19][CH:18]=[CH:17]2)#[N:13]. The catalyst is ClCCl. The product is [Cl:5][CH2:6][CH2:7][CH2:8][C:9]([C:17]1[C:16]2[C:20](=[CH:21][CH:22]=[C:14]([C:12]#[N:13])[CH:15]=2)[NH:19][CH:18]=1)=[O:10]. The yield is 0.748. (5) The reactants are [CH3:1][O:2][C:3]1[CH:32]=[C:31]([O:33][CH3:34])[CH:30]=[CH:29][C:4]=1[CH2:5][NH:6][C:7]([CH:9]1[N:20]([C:21]2([CH2:26]O)[CH2:25][CH2:24][CH2:23][CH2:22]2)[C:13]2[N:14]=[C:15]([S:18][CH3:19])[N:16]=[CH:17][C:12]=2[C:11](=[O:28])[CH2:10]1)=[O:8].C(N(CC)CC)C.CS(Cl)(=O)=O. The catalyst is C(Cl)Cl. The product is [CH3:1][O:2][C:3]1[CH:32]=[C:31]([O:33][CH3:34])[CH:30]=[CH:29][C:4]=1[CH2:5][N:6]1[CH2:26][C:21]2([CH2:22][CH2:23][CH2:24][CH2:25]2)[N:20]2[CH:9]([CH2:10][C:11](=[O:28])[C:12]3[CH:17]=[N:16][C:15]([S:18][CH3:19])=[N:14][C:13]=32)[C:7]1=[O:8]. The yield is 0.440.